Task: Predict the reaction yield, written as a fraction of the theoretical maximum amount of product (1.0 means a 100% yield; for example, 0.34 means a 34% yield).. Dataset: Reaction yield outcomes from USPTO patents with 853,638 reactions (1) The reactants are [CH3:1][O:2][C:3](=[O:28])[C:4]1[CH:9]=[CH:8][C:7]([C:10]([C:17]2[NH:26][C:20]3=[N:21][CH:22]=[C:23]([F:25])[CH:24]=[C:19]3[CH:18]=2)=[CH:11][CH:12]2[CH2:16][CH2:15][CH2:14][CH2:13]2)=[CH:6][C:5]=1[F:27]. The catalyst is [Pd].CO. The product is [CH3:1][O:2][C:3](=[O:28])[C:4]1[CH:9]=[CH:8][C:7]([CH:10]([C:17]2[NH:26][C:20]3=[N:21][CH:22]=[C:23]([F:25])[CH:24]=[C:19]3[CH:18]=2)[CH2:11][CH:12]2[CH2:13][CH2:14][CH2:15][CH2:16]2)=[CH:6][C:5]=1[F:27]. The yield is 0.920. (2) The catalyst is C(O)(C)C. The product is [F:13][CH2:12][C:4]1[N:3]=[C:2]([N:22]([C:19]2[CH:20]=[CH:21][C:16]([O:15][CH3:14])=[CH:17][CH:18]=2)[CH3:23])[C:11]2[C:6](=[CH:7][CH:8]=[CH:9][CH:10]=2)[N:5]=1. The reactants are Cl[C:2]1[C:11]2[C:6](=[CH:7][CH:8]=[CH:9][CH:10]=2)[N:5]=[C:4]([CH2:12][F:13])[N:3]=1.[CH3:14][O:15][C:16]1[CH:21]=[CH:20][C:19]([NH:22][CH3:23])=[CH:18][CH:17]=1.Cl.C([O-])(O)=O.[Na+]. The yield is 0.0950. (3) The reactants are Br[C:2]1[CH:7]=[CH:6][C:5]([S:8]([NH:11][C@H:12]([C:16]([O:18][CH3:19])=[O:17])[CH:13]([CH3:15])[CH3:14])(=[O:10])=[O:9])=[CH:4][CH:3]=1.[N+:20]([C:23]1[CH:28]=[CH:27][C:26](B(O)O)=[CH:25][CH:24]=1)([O-:22])=[O:21].C(=O)(O)[O-].[Na+].C(OCC)(=O)C. The catalyst is COCCOC.C1C=CC([P]([Pd]([P](C2C=CC=CC=2)(C2C=CC=CC=2)C2C=CC=CC=2)([P](C2C=CC=CC=2)(C2C=CC=CC=2)C2C=CC=CC=2)[P](C2C=CC=CC=2)(C2C=CC=CC=2)C2C=CC=CC=2)(C2C=CC=CC=2)C2C=CC=CC=2)=CC=1.O. The product is [N+:20]([C:23]1[CH:28]=[CH:27][C:26]([C:2]2[CH:7]=[CH:6][C:5]([S:8]([NH:11][C@H:12]([C:16]([O:18][CH3:19])=[O:17])[CH:13]([CH3:15])[CH3:14])(=[O:10])=[O:9])=[CH:4][CH:3]=2)=[CH:25][CH:24]=1)([O-:22])=[O:21]. The yield is 0.810. (4) The reactants are C(=O)([O-])[O-].[K+].[K+].Br[CH2:8][CH2:9][CH2:10][N:11]1[C:15](=[O:16])[C:14]2=[CH:17][CH:18]=[CH:19][CH:20]=[C:13]2[C:12]1=[O:21].CN(C)C=O.[F:27][C:28]1[CH:33]=[CH:32][C:31]([OH:34])=[C:30]([N+:35]([O-:37])=[O:36])[CH:29]=1. The catalyst is O. The product is [F:27][C:28]1[CH:33]=[CH:32][C:31]([O:34][CH2:8][CH2:9][CH2:10][N:11]2[C:15](=[O:16])[C:14]3[C:13](=[CH:20][CH:19]=[CH:18][CH:17]=3)[C:12]2=[O:21])=[C:30]([N+:35]([O-:37])=[O:36])[CH:29]=1. The yield is 1.00. (5) The reactants are [Si]([O:8][CH:9]1[C:17]2[C:12](=[C:13]([C:18]3[S:19][C:20]([C:23]4[CH:24]=[CH:25][C:26]([O:31][CH:32]([CH3:34])[CH3:33])=[C:27]([CH:30]=4)[C:28]#[N:29])=[CH:21][N:22]=3)[CH:14]=[CH:15][CH:16]=2)[CH2:11][CH2:10]1)(C(C)(C)C)(C)C.Cl. The catalyst is O1CCOCC1. The product is [OH:8][CH:9]1[C:17]2[C:12](=[C:13]([C:18]3[S:19][C:20]([C:23]4[CH:24]=[CH:25][C:26]([O:31][CH:32]([CH3:34])[CH3:33])=[C:27]([CH:30]=4)[C:28]#[N:29])=[CH:21][N:22]=3)[CH:14]=[CH:15][CH:16]=2)[CH2:11][CH2:10]1. The yield is 0.430. (6) The reactants are [C:1]([C:3]1[CH:8]=[CH:7][CH:6]=[CH:5][C:4]=1[C:9]1[CH:14]=[CH:13][C:12]([CH2:15][CH:16]([C:22](=O)[CH2:23][CH2:24][CH3:25])[C:17](OCC)=[O:18])=[CH:11][CH:10]=1)#[N:2].[CH3:27][C:28]1[NH:29][C:30]([NH:33][CH:34]2[CH2:39][CH2:38][O:37][CH2:36][CH2:35]2)=[N:31][N:32]=1. No catalyst specified. The product is [CH3:27][C:28]1[N:29]=[C:30]2[N:33]([CH:34]3[CH2:39][CH2:38][O:37][CH2:36][CH2:35]3)[C:17](=[O:18])[C:16]([CH2:15][C:12]3[CH:13]=[CH:14][C:9]([C:4]4[C:3]([C:1]#[N:2])=[CH:8][CH:7]=[CH:6][CH:5]=4)=[CH:10][CH:11]=3)=[C:22]([CH2:23][CH2:24][CH3:25])[N:31]2[N:32]=1. The yield is 0.480. (7) The reactants are [NH2:1][C@H:2]([C:4]1[CH:5]=[C:6]([CH:8]=[CH:9][CH:10]=1)[NH2:7])[CH3:3].[Cl:11][C:12]1[CH:17]=[N:16][CH:15]=[C:14](Cl)[N:13]=1.C(=O)([O-])[O-].[K+].[K+]. The catalyst is O1CCOCC1. The product is [NH2:7][C:6]1[CH:5]=[C:4]([C@@H:2]([NH:1][C:14]2[CH:15]=[N:16][CH:17]=[C:12]([Cl:11])[N:13]=2)[CH3:3])[CH:10]=[CH:9][CH:8]=1. The yield is 0.850. (8) The reactants are Br[C:2]1[C:3]([Cl:32])=[CH:4][C:5]([O:30][CH3:31])=[C:6]([NH:8][C@@H:9]([CH3:29])[C:10]([N:12]2[CH2:17][CH2:16][N:15]([CH:18]3[CH2:21][N:20]([C:22]([O:24][C:25]([CH3:28])([CH3:27])[CH3:26])=[O:23])[CH2:19]3)[CH2:14][CH2:13]2)=[O:11])[CH:7]=1.[CH:33]1(B(O)O)[CH2:35][CH2:34]1.C1(P(C2CCCCC2)C2CCCCC2)CCCCC1. The catalyst is CN(C=O)C.O.CC([O-])=O.CC([O-])=O.[Pd+2]. The product is [Cl:32][C:3]1[C:2]([CH:33]2[CH2:35][CH2:34]2)=[CH:7][C:6]([NH:8][C@@H:9]([CH3:29])[C:10]([N:12]2[CH2:13][CH2:14][N:15]([CH:18]3[CH2:21][N:20]([C:22]([O:24][C:25]([CH3:28])([CH3:27])[CH3:26])=[O:23])[CH2:19]3)[CH2:16][CH2:17]2)=[O:11])=[C:5]([O:30][CH3:31])[CH:4]=1. The yield is 0.620. (9) The reactants are C(OC(=O)[NH:10][C:11]1[CH:16]=[CH:15][C:14]([C:17]([CH3:20])([CH3:19])[CH3:18])=[C:13]([NH:21][CH:22]=[O:23])[CH:12]=1)C1C=CC=CC=1.CO. The catalyst is [Pd].C(Cl)Cl. The product is [NH2:10][C:11]1[CH:16]=[CH:15][C:14]([C:17]([CH3:20])([CH3:19])[CH3:18])=[C:13]([NH:21][CH:22]=[O:23])[CH:12]=1. The yield is 0.960.